Predict the product of the given reaction. From a dataset of Forward reaction prediction with 1.9M reactions from USPTO patents (1976-2016). (1) Given the reactants [O:1]1[CH2:4][C:3](=O)[CH2:2]1.[C:6]([S:10]([NH2:12])=[O:11])([CH3:9])([CH3:8])[CH3:7].C(OCC)(=O)C, predict the reaction product. The product is: [O:1]1[CH2:4][C:3](=[N:12][S:10]([C:6]([CH3:9])([CH3:8])[CH3:7])=[O:11])[CH2:2]1. (2) Given the reactants [C:1]([O:5][C:6]([N:8]([CH2:21][CH:22]1[CH2:27][CH2:26][N:25]([C:28](=[O:44])[CH2:29][CH2:30][C:31]([NH:33][C:34]2[CH:43]=[CH:42][C:37]([C:38]([O:40]C)=[O:39])=[CH:36][CH:35]=2)=[O:32])[CH2:24][CH:23]1[C:45]1[CH:50]=[CH:49][CH:48]=[C:47]([F:51])[CH:46]=1)[C@@H:9]([C:11]1[C:20]2[C:15](=[CH:16][CH:17]=[CH:18][CH:19]=2)[CH:14]=[CH:13][CH:12]=1)[CH3:10])=[O:7])([CH3:4])([CH3:3])[CH3:2].[OH-].[Na+].C(OCC)(=O)C.O, predict the reaction product. The product is: [C:1]([O:5][C:6]([N:8]([CH2:21][CH:22]1[CH2:27][CH2:26][N:25]([C:28](=[O:44])[CH2:29][CH2:30][C:31]([NH:33][C:34]2[CH:35]=[CH:36][C:37]([C:38]([OH:40])=[O:39])=[CH:42][CH:43]=2)=[O:32])[CH2:24][CH:23]1[C:45]1[CH:50]=[CH:49][CH:48]=[C:47]([F:51])[CH:46]=1)[C@@H:9]([C:11]1[C:20]2[C:15](=[CH:16][CH:17]=[CH:18][CH:19]=2)[CH:14]=[CH:13][CH:12]=1)[CH3:10])=[O:7])([CH3:2])([CH3:3])[CH3:4].